Dataset: Full USPTO retrosynthesis dataset with 1.9M reactions from patents (1976-2016). Task: Predict the reactants needed to synthesize the given product. (1) Given the product [Br:1][C:2]1[C:11]2[C:10]([CH3:13])([CH3:12])[CH2:9][CH2:8][CH2:7][C:6]=2[CH:5]=[C:4]([CH:14]([OH:16])[CH3:15])[C:3]=1[O:17][CH3:18], predict the reactants needed to synthesize it. The reactants are: [Br:1][C:2]1[C:11]2[C:10]([CH3:13])([CH3:12])[CH2:9][CH2:8][CH2:7][C:6]=2[CH:5]=[C:4]([C:14](=[O:16])[CH3:15])[C:3]=1[O:17][CH3:18].[BH4-].[Na+]. (2) Given the product [CH:24]([Si:23]([CH:27]([CH3:28])[CH3:29])([CH:30]([CH3:31])[CH3:32])[O:22][C:20]([NH:19][CH2:18][CH2:17][CH2:16][C:15]([O:14][CH2:12][C:11]1[CH:10]=[CH:9][CH:43]=[CH:42][CH:41]=1)=[O:33])=[O:21])([CH3:26])[CH3:25], predict the reactants needed to synthesize it. The reactants are: C([Si](C(C)C)(C(C)C)OC(N[CH2:9][CH2:10][CH2:11][C:12]([O:14][C:15](=[O:33])[CH2:16][CH2:17][CH2:18][NH:19][C:20]([O:22][Si:23]([CH:30]([CH3:32])[CH3:31])([CH:27]([CH3:29])[CH3:28])[CH:24]([CH3:26])[CH3:25])=[O:21])=O)=O)(C)C.N[CH2:41][CH2:42][CH2:43]C(OCC1C=CC=CC=1)=O.C(=O)=O.FC(F)(F)S(O[Si](C(C)C)(C(C)C)C(C)C)(=O)=O. (3) Given the product [Br:14][C:9]1[C:10]([O:12][CH3:13])=[CH:11][C:3]([O:2][CH3:1])=[C:4]([CH:8]=1)[C:5]([OH:7])=[O:6], predict the reactants needed to synthesize it. The reactants are: [CH3:1][O:2][C:3]1[CH:11]=[C:10]([O:12][CH3:13])[CH:9]=[CH:8][C:4]=1[C:5]([OH:7])=[O:6].[Br:14]Br. (4) Given the product [C:30]1([C:27]2[CH:28]=[C:29]3[C:24]([CH2:23][CH2:22][CH2:21][N:20]3[C:18]3[CH:17]=[CH:16][N:15]=[C:14]([NH:36][CH:37]4[CH2:38][CH2:39][N:40]([C:43]([O:45][C:46]([CH3:49])([CH3:48])[CH3:47])=[O:44])[CH2:41][CH2:42]4)[N:19]=3)=[CH:25][N:26]=2)[CH:35]=[CH:34][CH:33]=[CH:32][CH:31]=1, predict the reactants needed to synthesize it. The reactants are: C1C=C(Cl)C=C(C(OO)=O)C=1.CS[C:14]1[N:19]=[C:18]([N:20]2[C:29]3[C:24](=[CH:25][N:26]=[C:27]([C:30]4[CH:35]=[CH:34][CH:33]=[CH:32][CH:31]=4)[CH:28]=3)[CH2:23][CH2:22][CH2:21]2)[CH:17]=[CH:16][N:15]=1.[NH2:36][CH:37]1[CH2:42][CH2:41][N:40]([C:43]([O:45][C:46]([CH3:49])([CH3:48])[CH3:47])=[O:44])[CH2:39][CH2:38]1. (5) The reactants are: [NH2:1][CH2:2][CH2:3][CH:4]1[CH2:8][CH2:7][CH2:6][N:5]1[CH3:9].C1(C)C=CC=CC=1.C([O:19][C:20](=O)[CH2:21][CH2:22][CH2:23][CH2:24][CH2:25][CH2:26][CH2:27][CH2:28][CH2:29][CH2:30][CH2:31][CH2:32][CH3:33])C.[OH-].[Na+]. Given the product [CH3:9][N:5]1[CH2:6][CH2:7][CH2:8][CH:4]1[CH2:3][CH2:2][NH:1][C:20](=[O:19])[CH2:21][CH2:22][CH2:23][CH2:24][CH2:25][CH2:26][CH2:27][CH2:28][CH2:29][CH2:30][CH2:31][CH2:32][CH3:33], predict the reactants needed to synthesize it. (6) Given the product [CH3:1][O:2][CH2:3][CH2:4][C:5]1[N:9]2[C:10]3[CH:17]=[C:16]([C:18]4[CH:19]=[CH:20][CH:21]=[CH:22][CH:23]=4)[C:15]([C:24]4[CH:25]=[CH:26][C:27]([C:30]5([NH2:34])[CH2:31][CH2:32][CH2:33]5)=[CH:28][CH:29]=4)=[N:14][C:11]=3[O:12][CH2:13][C:8]2=[N:7][N:6]=1, predict the reactants needed to synthesize it. The reactants are: [CH3:1][O:2][CH2:3][CH2:4][C:5]1[N:9]2[C:10]3[CH:17]=[C:16]([C:18]4[CH:23]=[CH:22][CH:21]=[CH:20][CH:19]=4)[C:15]([C:24]4[CH:29]=[CH:28][C:27]([C:30]5([NH:34]C(=O)OC(C)(C)C)[CH2:33][CH2:32][CH2:31]5)=[CH:26][CH:25]=4)=[N:14][C:11]=3[O:12][CH2:13][C:8]2=[N:7][N:6]=1.C(O)(C(F)(F)F)=O.